Dataset: Forward reaction prediction with 1.9M reactions from USPTO patents (1976-2016). Task: Predict the product of the given reaction. (1) Given the reactants O[CH:2]([C:24]([CH3:27])([CH3:26])[CH3:25])[CH2:3][C:4]1[CH:9]=[C:8]([O:10][CH3:11])[CH:7]=[CH:6][C:5]=1[NH:12][CH2:13][C:14]1[CH:15]=[C:16]([CH:21]=[CH:22][CH:23]=1)[C:17]([O:19][CH3:20])=[O:18].BrC1C(C)=CC(C)=CC=1C.C(=O)([O-])[O-].[K+].[K+], predict the reaction product. The product is: [C:24]([C:2]1[N:12]([CH2:13][C:14]2[CH:15]=[C:16]([CH:21]=[CH:22][CH:23]=2)[C:17]([O:19][CH3:20])=[O:18])[C:5]2[C:4]([CH:3]=1)=[CH:9][C:8]([O:10][CH3:11])=[CH:7][CH:6]=2)([CH3:27])([CH3:26])[CH3:25]. (2) Given the reactants [N:1]1([CH2:7][CH2:8][CH2:9][O:10][C:11]2[CH:21]=[CH:20][C:14]3[CH2:15][CH2:16][NH:17][CH2:18][CH2:19][C:13]=3[CH:12]=2)[CH2:6][CH2:5][CH2:4][CH2:3][CH2:2]1.[CH3:22][N:23]1[CH2:30][CH2:29][CH2:28][C@H:24]1[C:25](O)=[O:26], predict the reaction product. The product is: [CH3:22][N:23]1[CH2:30][CH2:29][CH2:28][C@H:24]1[C:25]([N:17]1[CH2:18][CH2:19][C:13]2[CH:12]=[C:11]([O:10][CH2:9][CH2:8][CH2:7][N:1]3[CH2:2][CH2:3][CH2:4][CH2:5][CH2:6]3)[CH:21]=[CH:20][C:14]=2[CH2:15][CH2:16]1)=[O:26]. (3) Given the reactants [H-].[H-].[H-].[H-].[Li+].[Al+3].[CH2:7]([N:14]1[CH:22]=[C:21]2[C:16]([CH:17]=[C:18]([C:23](OC)=[O:24])[CH:19]=[CH:20]2)=[N:15]1)[C:8]1[CH:13]=[CH:12][CH:11]=[CH:10][CH:9]=1.O, predict the reaction product. The product is: [CH2:7]([N:14]1[CH:22]=[C:21]2[C:16]([CH:17]=[C:18]([CH2:23][OH:24])[CH:19]=[CH:20]2)=[N:15]1)[C:8]1[CH:9]=[CH:10][CH:11]=[CH:12][CH:13]=1. (4) The product is: [Cl-:36].[O:1]=[C:2]1[NH:3][C:4]2[CH2:15][CH:14]([CH:16]3[CH2:21][CH2:20][NH2+:19][CH2:18][CH2:17]3)[O:13][CH2:12][C:5]=2[C:6]2[C:11]1=[CH:10][CH:9]=[CH:8][CH:7]=2. Given the reactants [O:1]=[C:2]1[C:11]2[CH:10]=[CH:9][CH:8]=[CH:7][C:6]=2[C:5]2[CH2:12][O:13][CH:14]([CH:16]3[CH2:21][CH2:20][N:19](C(OC(C)(C)C)=O)[CH2:18][CH2:17]3)[CH2:15][C:4]=2[NH:3]1.FC(F)(F)C(O)=O.[Cl:36]CCl, predict the reaction product. (5) Given the reactants [C:1]([O:4][C@@H:5]1[O:17][C@H:16]([CH2:18]Cl)[C@@H:11]([O:12][C:13](=[O:15])[CH3:14])[C@H:6]1[O:7][C:8](=[O:10])[CH3:9])(=[O:3])[CH3:2].CC(O)C.C([O-])([O-])=O.[Na+].[Na+].[H][H], predict the reaction product. The product is: [C:1]([O:4][C@@H:5]1[O:17][C@H:16]([CH3:18])[C@@H:11]([O:12][C:13](=[O:15])[CH3:14])[C@H:6]1[O:7][C:8](=[O:10])[CH3:9])(=[O:3])[CH3:2]. (6) Given the reactants C[O:2][C:3]([C:5]1[N:6]=[CH:7][N:8]([C:10]2[CH:19]=[CH:18][C:17]3[C:12](=[CH:13][CH:14]=[CH:15][CH:16]=3)[CH:11]=2)[CH:9]=1)=O.[H-].[Al+3].[Li+].[H-].[H-].[H-], predict the reaction product. The product is: [CH:11]1[C:12]2[C:17](=[CH:16][CH:15]=[CH:14][CH:13]=2)[CH:18]=[CH:19][C:10]=1[N:8]1[CH:9]=[C:5]([CH2:3][OH:2])[N:6]=[CH:7]1. (7) Given the reactants F[C:2]1[CH:7]=[CH:6][N:5]=[C:4]([C:8]([NH:10][C:11]2[CH:12]=[N:13][CH:14]=[C:15]([O:17][C:18]3[CH:19]=[N:20][CH:21]=[N:22][CH:23]=3)[CH:16]=2)=[O:9])[CH:3]=1.[CH3:24][OH:25], predict the reaction product. The product is: [CH3:24][O:25][C:2]1[CH:7]=[CH:6][N:5]=[C:4]([C:8]([NH:10][C:11]2[CH:12]=[N:13][CH:14]=[C:15]([O:17][C:18]3[CH:19]=[N:20][CH:21]=[N:22][CH:23]=3)[CH:16]=2)=[O:9])[CH:3]=1. (8) Given the reactants [Cl:1][C:2]1[N:7]=[C:6]([Cl:8])[C:5]([N+:9]([O-:11])=[O:10])=[C:4](Cl)[N:3]=1.O1[CH2:17][CH2:16][CH2:15]C1, predict the reaction product. The product is: [Cl:1][C:2]1[N:3]=[C:4]([N:3]([CH2:4][CH2:5][CH3:6])[CH2:15][CH2:16][CH3:17])[C:5]([N+:9]([O-:11])=[O:10])=[C:6]([Cl:8])[N:7]=1.